This data is from Reaction yield outcomes from USPTO patents with 853,638 reactions. The task is: Predict the reaction yield, written as a fraction of the theoretical maximum amount of product (1.0 means a 100% yield; for example, 0.34 means a 34% yield). (1) The yield is 0.410. The product is [ClH:2].[OH:16][C:10]1[C:9](=[O:17])[C:8]([CH:3]([N:22]2[CH2:23][CH2:24][N:19]([CH3:18])[CH2:20][CH2:21]2)[C:4]([F:7])([F:6])[F:5])=[CH:13][N:12]([CH3:14])[C:11]=1[CH3:15]. The catalyst is CO. The reactants are Cl.[Cl:2][CH:3]([C:8]1[C:9](=[O:17])[C:10]([OH:16])=[C:11]([CH3:15])[N:12]([CH3:14])[CH:13]=1)[C:4]([F:7])([F:6])[F:5].[CH3:18][N:19]1[CH2:24][CH2:23][NH:22][CH2:21][CH2:20]1. (2) The reactants are [N+:1]([C:4]1[CH:9]=[CH:8][C:7]([CH2:10][CH2:11][N:12]2[CH:16]=[CH:15][CH:14]=[N:13]2)=[CH:6][CH:5]=1)([O-])=O. The catalyst is [C].[Pd].C(O)C. The product is [NH2:1][C:4]1[CH:9]=[CH:8][C:7]([CH2:10][CH2:11][N:12]2[CH:16]=[CH:15][CH:14]=[N:13]2)=[CH:6][CH:5]=1. The yield is 0.750.